This data is from Forward reaction prediction with 1.9M reactions from USPTO patents (1976-2016). The task is: Predict the product of the given reaction. (1) Given the reactants [Br:1][C:2]1[CH:10]=[CH:9][C:5]([C:6]([OH:8])=[O:7])=[C:4]([F:11])[CH:3]=1.[CH3:12][Si](C=[N+]=[N-])(C)C, predict the reaction product. The product is: [Br:1][C:2]1[CH:10]=[CH:9][C:5]([C:6]([O:8][CH3:12])=[O:7])=[C:4]([F:11])[CH:3]=1. (2) Given the reactants Br[CH2:2][C:3]1[CH:4]=[CH:5][C:6]2[CH:10]=[C:9]([C:11]3[CH:16]=[CH:15][C:14]([C:17]4[CH:22]=[CH:21][CH:20]=[CH:19][CH:18]=4)=[C:13]([C:23]([F:26])([F:25])[F:24])[CH:12]=3)[S:8][C:7]=2[CH:27]=1.CS(C)=[O:30], predict the reaction product. The product is: [F:24][C:23]([F:26])([F:25])[C:13]1[CH:12]=[C:11]([C:9]2[S:8][C:7]3[CH:27]=[C:3]([CH:2]=[O:30])[CH:4]=[CH:5][C:6]=3[CH:10]=2)[CH:16]=[CH:15][C:14]=1[C:17]1[CH:22]=[CH:21][CH:20]=[CH:19][CH:18]=1.